Regression. Given two drug SMILES strings and cell line genomic features, predict the synergy score measuring deviation from expected non-interaction effect. From a dataset of NCI-60 drug combinations with 297,098 pairs across 59 cell lines. (1) Drug 1: C(CC(=O)O)C(=O)CN.Cl. Drug 2: CCC1(C2=C(COC1=O)C(=O)N3CC4=CC5=C(C=CC(=C5CN(C)C)O)N=C4C3=C2)O.Cl. Cell line: ACHN. Synergy scores: CSS=12.1, Synergy_ZIP=4.81, Synergy_Bliss=4.42, Synergy_Loewe=-30.3, Synergy_HSA=-3.47. (2) Drug 1: CN(C(=O)NC(C=O)C(C(C(CO)O)O)O)N=O. Drug 2: C1C(C(OC1N2C=NC(=NC2=O)N)CO)O. Cell line: HCT-15. Synergy scores: CSS=17.6, Synergy_ZIP=-3.49, Synergy_Bliss=-3.76, Synergy_Loewe=-28.2, Synergy_HSA=1.65. (3) Drug 1: C1CN(P(=O)(OC1)NCCCl)CCCl. Cell line: MDA-MB-435. Synergy scores: CSS=-0.0455, Synergy_ZIP=-0.473, Synergy_Bliss=-2.04, Synergy_Loewe=-1.06, Synergy_HSA=-2.44. Drug 2: CC(C)CN1C=NC2=C1C3=CC=CC=C3N=C2N. (4) Drug 1: CNC(=O)C1=CC=CC=C1SC2=CC3=C(C=C2)C(=NN3)C=CC4=CC=CC=N4. Drug 2: CCCCCOC(=O)NC1=NC(=O)N(C=C1F)C2C(C(C(O2)C)O)O. Cell line: MCF7. Synergy scores: CSS=6.07, Synergy_ZIP=-1.12, Synergy_Bliss=4.17, Synergy_Loewe=2.61, Synergy_HSA=3.39. (5) Drug 1: CNC(=O)C1=CC=CC=C1SC2=CC3=C(C=C2)C(=NN3)C=CC4=CC=CC=N4. Drug 2: C1=NC2=C(N1)C(=S)N=C(N2)N. Cell line: HOP-62. Synergy scores: CSS=26.0, Synergy_ZIP=-1.57, Synergy_Bliss=-2.73, Synergy_Loewe=-9.70, Synergy_HSA=-4.58. (6) Drug 1: CNC(=O)C1=CC=CC=C1SC2=CC3=C(C=C2)C(=NN3)C=CC4=CC=CC=N4. Drug 2: CCN(CC)CCNC(=O)C1=C(NC(=C1C)C=C2C3=C(C=CC(=C3)F)NC2=O)C. Cell line: SF-539. Synergy scores: CSS=14.5, Synergy_ZIP=-2.40, Synergy_Bliss=-0.782, Synergy_Loewe=-1.01, Synergy_HSA=1.16. (7) Drug 1: C1=CC(=CC=C1CC(C(=O)O)N)N(CCCl)CCCl.Cl. Drug 2: C1=CN(C=N1)CC(O)(P(=O)(O)O)P(=O)(O)O. Cell line: KM12. Synergy scores: CSS=11.4, Synergy_ZIP=-2.30, Synergy_Bliss=0.0423, Synergy_Loewe=9.34, Synergy_HSA=4.79.